This data is from Full USPTO retrosynthesis dataset with 1.9M reactions from patents (1976-2016). The task is: Predict the reactants needed to synthesize the given product. Given the product [C:43]1([C:46]2[CH:47]=[CH:48][CH:49]=[CH:50][CH:51]=2)[CH:42]=[CH:41][C:40]([N:39]([C:36]2[CH:37]=[CH:38][C:33]([C:52]3[CH:57]=[CH:56][CH:55]=[CH:54][CH:53]=3)=[CH:34][CH:35]=2)[C:2]2[C:10]3[O:9][C:8]4[C:11]([C:15]5[N:20]=[C:19]([C:21]6[CH:26]=[CH:25][CH:24]=[CH:23][CH:22]=6)[N:18]=[C:17]([C:27]6[CH:32]=[CH:31][CH:30]=[CH:29][CH:28]=6)[N:16]=5)=[CH:12][CH:13]=[CH:14][C:7]=4[C:6]=3[CH:5]=[CH:4][CH:3]=2)=[CH:45][CH:44]=1, predict the reactants needed to synthesize it. The reactants are: Br[C:2]1[C:10]2[O:9][C:8]3[C:11]([C:15]4[N:20]=[C:19]([C:21]5[CH:26]=[CH:25][CH:24]=[CH:23][CH:22]=5)[N:18]=[C:17]([C:27]5[CH:32]=[CH:31][CH:30]=[CH:29][CH:28]=5)[N:16]=4)=[CH:12][CH:13]=[CH:14][C:7]=3[C:6]=2[CH:5]=[CH:4][CH:3]=1.[C:33]1([C:52]2[CH:57]=[CH:56][CH:55]=[CH:54][CH:53]=2)[CH:38]=[CH:37][C:36]([NH:39][C:40]2[CH:45]=[CH:44][C:43]([C:46]3[CH:51]=[CH:50][CH:49]=[CH:48][CH:47]=3)=[CH:42][CH:41]=2)=[CH:35][CH:34]=1.N#N.P(C(C)(C)C)(C(C)(C)C)C(C)(C)C.CC([O-])(C)C.[Na+].